Task: Predict the product of the given reaction.. Dataset: Forward reaction prediction with 1.9M reactions from USPTO patents (1976-2016) (1) Given the reactants CN(C(ON1N=[N:16][C:11]2[CH:12]=[CH:13][CH:14]=[CH:15]C1=2)=[N+](C)C)C.[B-](F)(F)(F)F.[CH3:23]CN(C(C)C)C(C)C.[NH2:32][C:33]1[C:42]([C:43]([NH:45][C:46]2[CH:47]=[N:48][CH:49]=[CH:50][C:51]=2[CH:52]2[CH2:57][CH2:56][NH:55][CH2:54][CH2:53]2)=[O:44])=[C:36]2[N:37]=[CH:38][C:39]([F:41])=[CH:40][N:35]2[N:34]=1.ClC1C=CC2N=NN([O:67][C:68](=[N+](C)C)N(C)C)C=2C=1, predict the reaction product. The product is: [NH2:32][C:33]1[C:42]([C:43]([NH:45][C:46]2[CH:47]=[N:48][CH:49]=[CH:50][C:51]=2[CH:52]2[CH2:57][CH2:56][N:55]([C:68]([CH:13]3[CH2:12][CH2:11][N:16]([CH3:23])[CH2:15][CH2:14]3)=[O:67])[CH2:54][CH2:53]2)=[O:44])=[C:36]2[N:37]=[CH:38][C:39]([F:41])=[CH:40][N:35]2[N:34]=1. (2) The product is: [O:5]=[C:3]([C:6]1[CH:11]=[CH:10][CH:9]=[CH:8][CH:7]=1)[CH:4]=[CH:19][C:18]1[CH:21]=[CH:22][C:15]([C:12]([OH:14])=[O:13])=[CH:16][CH:17]=1. Given the reactants [OH-].[Na+].[C:3]([C:6]1[CH:11]=[CH:10][CH:9]=[CH:8][CH:7]=1)(=[O:5])[CH3:4].[C:12]([C:15]1[CH:22]=[CH:21][C:18]([CH:19]=O)=[CH:17][CH:16]=1)([OH:14])=[O:13].Cl, predict the reaction product. (3) Given the reactants [OH:1][C:2]1[CH:11]=[C:10]2[C:5]([C:6]([NH:12][C:13]3[CH:18]=[C:17]([NH:19][C:20]([C:22]4[CH:27]=[CH:26][N:25]=[C:24]([N:28]5[CH2:33][CH2:32][O:31][CH2:30][CH2:29]5)[CH:23]=4)=[O:21])[CH:16]=[CH:15][C:14]=3[CH3:34])=[N:7][CH:8]=[N:9]2)=[CH:4][C:3]=1[O:35][CH3:36].C1(C)C=CC(S(O[CH2:47][CH2:48][N:49]2[CH:53]=[CH:52][N:51]=[N:50]2)(=O)=O)=CC=1.C(=O)([O-])[O-].[Cs+].[Cs+], predict the reaction product. The product is: [CH3:36][O:35][C:3]1[CH:4]=[C:5]2[C:10](=[CH:11][C:2]=1[O:1][CH2:47][CH2:48][N:49]1[CH:53]=[CH:52][N:51]=[N:50]1)[N:9]=[CH:8][N:7]=[C:6]2[NH:12][C:13]1[CH:18]=[C:17]([NH:19][C:20]([C:22]2[CH:27]=[CH:26][N:25]=[C:24]([N:28]3[CH2:33][CH2:32][O:31][CH2:30][CH2:29]3)[CH:23]=2)=[O:21])[CH:16]=[CH:15][C:14]=1[CH3:34]. (4) The product is: [Cl:14][CH2:13][C:12]1[CH:11]=[C:10]([OH:9])[N:3]2[N:4]=[C:5]([CH3:7])[CH:6]=[C:2]2[N:1]=1. Given the reactants [NH2:1][C:2]1[CH:6]=[C:5]([CH3:7])[NH:4][N:3]=1.C[O:9][C:10](=O)[CH2:11][C:12](=O)[CH2:13][Cl:14], predict the reaction product. (5) Given the reactants FC(F)(F)C(O)=O.[NH2:8][C@H:9]([C:19]1[C:24]([C:25]2[CH:26]=[CH:27][C:28]([F:34])=[C:29]([CH:33]=2)[C:30]([NH2:32])=[O:31])=[CH:23][CH:22]=[CH:21][N:20]=1)[CH2:10][C:11]1[CH:16]=[C:15]([F:17])[CH:14]=[C:13]([F:18])[CH:12]=1.[F:35][C:36]([F:50])([F:49])[C:37]1[N:41]([CH2:42][C:43](O)=[O:44])[N:40]=[C:39]2[CH2:46][CH2:47][CH2:48][C:38]=12, predict the reaction product. The product is: [F:17][C:15]1[CH:16]=[C:11]([CH2:10][C@@H:9]([C:19]2[C:24]([C:25]3[CH:26]=[CH:27][C:28]([F:34])=[C:29]([CH:33]=3)[C:30]([NH2:32])=[O:31])=[CH:23][CH:22]=[CH:21][N:20]=2)[NH:8][C:43](=[O:44])[CH2:42][N:41]2[C:37]([C:36]([F:49])([F:35])[F:50])=[C:38]3[CH2:48][CH2:47][CH2:46][C:39]3=[N:40]2)[CH:12]=[C:13]([F:18])[CH:14]=1. (6) Given the reactants C[O:2][C:3]([C:5]1[CH:6]=[CH:7][C:8]2[C:12]([CH:13]=1)=[N:11][N:10]([CH2:14][CH2:15][N:16]1[CH:20]=[CH:19][CH:18]=[N:17]1)[CH:9]=2)=[O:4].[OH-].[Li+].Cl, predict the reaction product. The product is: [N:16]1([CH2:15][CH2:14][N:10]2[CH:9]=[C:8]3[C:12]([CH:13]=[C:5]([C:3]([OH:4])=[O:2])[CH:6]=[CH:7]3)=[N:11]2)[CH:20]=[CH:19][CH:18]=[N:17]1. (7) Given the reactants Cl.[N:2]1[CH:7]=[CH:6][CH:5]=[C:4]([CH2:8][C:9]([OH:11])=O)[CH:3]=1.[P:12]([OH:15])([OH:14])[OH:13].P(Cl)(Cl)Cl, predict the reaction product. The product is: [CH:6]1[CH:7]=[N:2][CH:3]=[C:4]([CH2:8][C:9]([P:12]([OH:15])([OH:14])=[O:13])([P:12]([OH:15])([OH:14])=[O:13])[OH:11])[CH:5]=1. (8) Given the reactants [Br:1][C:2]1[CH:7]=[C:6]([F:8])[CH:5]=[CH:4][C:3]=1[OH:9].[C:10]([C:12]1[CH:13]=[C:14]([S:19]([NH:22][C:23]2[S:27][N:26]=[CH:25][N:24]=2)(=[O:21])=[O:20])[CH:15]=[CH:16][C:17]=1F)#[N:11], predict the reaction product. The product is: [Br:1][C:2]1[CH:7]=[C:6]([F:8])[CH:5]=[CH:4][C:3]=1[O:9][C:17]1[CH:16]=[CH:15][C:14]([S:19]([NH:22][C:23]2[S:27][N:26]=[CH:25][N:24]=2)(=[O:21])=[O:20])=[CH:13][C:12]=1[C:10]#[N:11]. (9) Given the reactants [Cl:1][C:2]1[N:7]=[C:6]([CH3:8])[C:5]([CH2:9][C:10]([O:12][CH3:13])=[O:11])=[C:4]([C:14]2[CH:19]=[CH:18][C:17]([CH3:20])=[CH:16][CH:15]=2)[N:3]=1.[Li+].C[Si]([N-][Si](C)(C)C)(C)C.I[CH2:32][CH2:33][CH3:34], predict the reaction product. The product is: [Cl:1][C:2]1[N:7]=[C:6]([CH3:8])[C:5]([CH:9]([CH2:32][CH2:33][CH3:34])[C:10]([O:12][CH3:13])=[O:11])=[C:4]([C:14]2[CH:15]=[CH:16][C:17]([CH3:20])=[CH:18][CH:19]=2)[N:3]=1. (10) Given the reactants [CH2:1]([O:8][C:9](=[O:28])[NH:10][CH2:11][C@H:12]1[CH2:17][CH2:16][C@H:15]([C:18]2[N:22]3[CH:23]=[CH:24][N:25]=[C:26]([CH3:27])[C:21]3=[CH:20][N:19]=2)[CH2:14][CH2:13]1)[C:2]1[CH:7]=[CH:6][CH:5]=[CH:4][CH:3]=1.[Br:29]N1C(=O)CCC1=O, predict the reaction product. The product is: [Br:29][C:20]1[N:19]=[C:18]([C@H:15]2[CH2:16][CH2:17][C@H:12]([CH2:11][NH:10][C:9](=[O:28])[O:8][CH2:1][C:2]3[CH:7]=[CH:6][CH:5]=[CH:4][CH:3]=3)[CH2:13][CH2:14]2)[N:22]2[CH:23]=[CH:24][N:25]=[C:26]([CH3:27])[C:21]=12.